This data is from Forward reaction prediction with 1.9M reactions from USPTO patents (1976-2016). The task is: Predict the product of the given reaction. (1) Given the reactants CN(C(ON1N=NC2C=CC=NC1=2)=[N+](C)C)C.F[P-](F)(F)(F)(F)F.[CH2:25]([NH:27][C:28]([NH:30][C:31]1[N:36]=[CH:35][C:34]([C:37]2[S:38][C:39]([C:42]([OH:44])=O)=[CH:40][N:41]=2)=[CH:33][CH:32]=1)=[O:29])[CH3:26].CCN(CC)CC.[C:52]([NH2:61])([C:55]1[CH:60]=[CH:59][CH:58]=[CH:57][CH:56]=1)([CH3:54])[CH3:53], predict the reaction product. The product is: [CH2:25]([NH:27][C:28]([NH:30][C:31]1[N:36]=[CH:35][C:34]([C:37]2[S:38][C:39]([C:42]([NH:61][C:52]([CH3:54])([C:55]3[CH:60]=[CH:59][CH:58]=[CH:57][CH:56]=3)[CH3:53])=[O:44])=[CH:40][N:41]=2)=[CH:33][CH:32]=1)=[O:29])[CH3:26]. (2) Given the reactants Cl[C:2]1[C:7]2=[N:8][O:9][N:10]=[C:6]2[CH:5]=[CH:4][CH:3]=1.[CH3:11][N:12]([CH3:22])[C:13]1[CH:18]=[CH:17][C:16](B(O)O)=[CH:15][CH:14]=1, predict the reaction product. The product is: [N:10]1[O:9][N:8]=[C:7]2[C:2]([C:16]3[CH:17]=[CH:18][C:13]([N:12]([CH3:22])[CH3:11])=[CH:14][CH:15]=3)=[CH:3][CH:4]=[CH:5][C:6]=12.